From a dataset of NCI-60 drug combinations with 297,098 pairs across 59 cell lines. Regression. Given two drug SMILES strings and cell line genomic features, predict the synergy score measuring deviation from expected non-interaction effect. (1) Drug 1: CC12CCC3C(C1CCC2=O)CC(=C)C4=CC(=O)C=CC34C. Drug 2: CC1CCCC2(C(O2)CC(NC(=O)CC(C(C(=O)C(C1O)C)(C)C)O)C(=CC3=CSC(=N3)C)C)C. Cell line: SK-MEL-5. Synergy scores: CSS=39.3, Synergy_ZIP=0.176, Synergy_Bliss=-0.288, Synergy_Loewe=-1.56, Synergy_HSA=-1.40. (2) Drug 1: CC1=C2C(C(=O)C3(C(CC4C(C3C(C(C2(C)C)(CC1OC(=O)C(C(C5=CC=CC=C5)NC(=O)OC(C)(C)C)O)O)OC(=O)C6=CC=CC=C6)(CO4)OC(=O)C)OC)C)OC. Drug 2: CN1CCC(CC1)COC2=C(C=C3C(=C2)N=CN=C3NC4=C(C=C(C=C4)Br)F)OC. Cell line: OVCAR3. Synergy scores: CSS=53.2, Synergy_ZIP=-0.377, Synergy_Bliss=-0.583, Synergy_Loewe=-17.2, Synergy_HSA=2.68.